From a dataset of Full USPTO retrosynthesis dataset with 1.9M reactions from patents (1976-2016). Predict the reactants needed to synthesize the given product. Given the product [CH3:30][S:27]([C:24]1[CH:25]=[CH:26][C:21]([O:20][C:16]2[CH:17]=[C:18]3[C:13](=[C:14]([O:31][CH:32]4[CH2:37][CH2:36][O:35][CH2:34][CH2:33]4)[CH:15]=2)[NH:12][C:11]([C:9]2[S:10][CH:6]([CH2:5][CH2:4][OH:3])[CH2:7][N:8]=2)=[CH:19]3)=[N:22][CH:23]=1)(=[O:28])=[O:29], predict the reactants needed to synthesize it. The reactants are: C([O:3][C:4](=O)[CH2:5][CH:6]1[S:10][C:9]([C:11]2[NH:12][C:13]3[C:18]([CH:19]=2)=[CH:17][C:16]([O:20][C:21]2[CH:26]=[CH:25][C:24]([S:27]([CH3:30])(=[O:29])=[O:28])=[CH:23][N:22]=2)=[CH:15][C:14]=3[O:31][CH:32]2[CH2:37][CH2:36][O:35][CH2:34][CH2:33]2)=[N:8][CH2:7]1)C.[BH4-].[Li+].O.C(OCC)(=O)C.